This data is from Full USPTO retrosynthesis dataset with 1.9M reactions from patents (1976-2016). The task is: Predict the reactants needed to synthesize the given product. (1) Given the product [C:1]([O:5][C:6]([N:8]1[CH2:13][CH2:12][CH:11]([C:14](=[O:23])[C:15]2[CH:16]=[CH:17][C:18]([O:21][CH3:22])=[CH:19][CH:20]=2)[CH2:10][CH2:9]1)=[O:7])([CH3:4])([CH3:3])[CH3:2], predict the reactants needed to synthesize it. The reactants are: [C:1]([O:5][C:6]([N:8]1[CH2:13][CH2:12][CH:11]([CH:14]([OH:23])[C:15]2[CH:20]=[CH:19][C:18]([O:21][CH3:22])=[CH:17][CH:16]=2)[CH2:10][CH2:9]1)=[O:7])([CH3:4])([CH3:3])[CH3:2].C1C=C[NH+]=CC=1.[O-][Cr](Cl)(=O)=O. (2) Given the product [F:23][C:20]1[CH:21]=[CH:22][C:17]([C:15]2[N:16]=[C:12]([CH:11]3[CH2:10][C:3]4[C:4]5[C:9](=[CH:8][CH:7]=[CH:6][CH:5]=5)[NH:1][C:2]=4[C:49]([C:46]4[N:45]=[C:44]([CH3:43])[O:48][N:47]=4)([C:51]4[CH:52]=[N:53][N:54]([CH3:56])[CH:55]=4)[NH:24]3)[NH:13][CH:14]=2)=[N:18][CH:19]=1, predict the reactants needed to synthesize it. The reactants are: [NH:1]1[C:9]2[C:4](=[CH:5][CH:6]=[CH:7][CH:8]=2)[C:3]([CH2:10][CH:11]([NH2:24])[C:12]2[NH:13][CH:14]=[C:15]([C:17]3[CH:22]=[CH:21][C:20]([F:23])=[CH:19][N:18]=3)[N:16]=2)=[CH:2]1.C([O-])(=O)C.[Na+].[Si](OCC)(OCC)(OCC)OCC.[CH3:43][C:44]1[O:48][N:47]=[C:46]([C:49]([C:51]2[CH:52]=[N:53][N:54]([CH2:56]C)[CH:55]=2)=O)[N:45]=1.[OH-].[Na+]. (3) Given the product [CH:1]1([C:4]2[CH2:5][C:6](=[O:8])[N:12]([CH3:11])[N:13]=2)[CH2:3][CH2:2]1, predict the reactants needed to synthesize it. The reactants are: [CH:1]1([C:4](=O)[CH2:5][C:6]([O:8]C)=O)[CH2:3][CH2:2]1.[CH3:11][NH:12][NH2:13]. (4) Given the product [ClH:1].[CH3:2][O:3][C:4]1[CH:5]=[C:6](/[C:12](=[CH:15]/[C:16]2[O:17][C:18]([N:21]3[CH2:26][CH2:25][N:24]([CH2:27][CH2:28][OH:29])[CH2:23][CH2:22]3)=[CH:19][CH:20]=2)/[C:13]#[N:14])[CH:7]=[CH:8][C:9]=1[O:10][CH3:11], predict the reactants needed to synthesize it. The reactants are: [ClH:1].[CH3:2][O:3][C:4]1[CH:5]=[C:6](/[C:12](=[CH:15]/[C:16]2[O:17][C:18]([N:21]3[CH2:26][CH2:25][N:24]([CH2:27][CH2:28][OH:29])[CH2:23][CH2:22]3)=[CH:19][CH:20]=2)/[C:13]#[N:14])[CH:7]=[CH:8][C:9]=1[O:10][CH3:11]. (5) Given the product [Cl:1][C:2]1[C:3]([C:17]2[CH:22]=[C:21]([Cl:23])[CH:20]=[CH:19][C:18]=2[C:24]#[N:25])=[CH:4][C:5](=[O:16])[N:6]([CH:8]([CH2:12][CH:13]2[CH2:14][CH2:15]2)[C:9]([NH:26][C:27]2[CH:39]=[CH:38][C:30]([C:31]([O:33][C:34]([CH3:35])([CH3:36])[CH3:37])=[O:32])=[CH:29][CH:28]=2)=[O:10])[CH:7]=1, predict the reactants needed to synthesize it. The reactants are: [Cl:1][C:2]1[C:3]([C:17]2[CH:22]=[C:21]([Cl:23])[CH:20]=[CH:19][C:18]=2[C:24]#[N:25])=[CH:4][C:5](=[O:16])[N:6]([CH:8]([CH2:12][CH:13]2[CH2:15][CH2:14]2)[C:9](O)=[O:10])[CH:7]=1.[NH2:26][C:27]1[CH:39]=[CH:38][C:30]([C:31]([O:33][C:34]([CH3:37])([CH3:36])[CH3:35])=[O:32])=[CH:29][CH:28]=1. (6) Given the product [OH:1][C:2]1[CH:7]=[CH:6][N:5]=[CH:4][C:3]=1/[CH:8]=[C:22]1/[C:20](=[O:21])[N:19]=[C:17]([N:10]2[CH2:15][CH2:14][CH2:13][CH2:12][CH2:11]2)[S:16]/1, predict the reactants needed to synthesize it. The reactants are: [OH:1][C:2]1[CH:7]=[CH:6][N:5]=[CH:4][C:3]=1[CH:8]=O.[NH:10]1[CH2:15][CH2:14][CH2:13][CH2:12][CH2:11]1.[S:16]1[CH2:22][C:20](=[O:21])[NH:19][C:17]1=S. (7) Given the product [CH3:1][C:2]1[N:3]=[C:4]2[C:9]([C:8]([N:12]3[CH2:17][CH2:16][N:15]([CH2:19][CH2:20][C:21]4[CH:22]=[CH:23][C:24]5[O:29][CH2:28][C:27](=[O:30])[NH:26][C:25]=5[CH:31]=4)[CH2:14][CH2:13]3)=[CH:7][CH:6]=[N:5]2)=[CH:10][CH:11]=1, predict the reactants needed to synthesize it. The reactants are: [CH3:1][C:2]1[CH:11]=[CH:10][C:9]2[C:4](=[N:5][CH:6]=[CH:7][C:8]=2[N:12]2[CH2:17][CH2:16][NH:15][CH2:14][CH2:13]2)[N:3]=1.Cl[CH2:19][CH2:20][C:21]1[CH:22]=[CH:23][C:24]2[O:29][CH2:28][C:27](=[O:30])[NH:26][C:25]=2[CH:31]=1. (8) The reactants are: [I:1][C:2]1[C:10]2[C:5](=[C:6]([N+:11]([O-:13])=[O:12])[CH:7]=[CH:8][CH:9]=2)[NH:4][N:3]=1.[OH-].[K+].[CH3:16][O:17][C:18]1[CH:25]=[CH:24][C:21]([CH2:22]Cl)=[CH:20][CH:19]=1. Given the product [I:1][C:2]1[C:10]2[C:5](=[C:6]([N+:11]([O-:13])=[O:12])[CH:7]=[CH:8][CH:9]=2)[N:4]([CH2:22][C:21]2[CH:24]=[CH:25][C:18]([O:17][CH3:16])=[CH:19][CH:20]=2)[N:3]=1, predict the reactants needed to synthesize it.